From a dataset of Forward reaction prediction with 1.9M reactions from USPTO patents (1976-2016). Predict the product of the given reaction. (1) Given the reactants [S:1]1[C:5]2[CH:6]=[CH:7][CH:8]=[CH:9][C:4]=2[N:3]=[C:2]1[CH2:10][N:11]1[C:20](=[O:21])[C:19]2[N:18]([CH2:22][C:23]#[C:24][CH3:25])[C:17]([N:26]3[CH2:31][CH2:30][CH2:29][C@@H:28]([NH2:32])[CH2:27]3)=[N:16][C:15]=2[N:14]([CH3:33])[C:12]1=[O:13].[ClH:34], predict the reaction product. The product is: [ClH:34].[S:1]1[C:5]2[CH:6]=[CH:7][CH:8]=[CH:9][C:4]=2[N:3]=[C:2]1[CH2:10][N:11]1[C:20](=[O:21])[C:19]2[N:18]([CH2:22][C:23]#[C:24][CH3:25])[C:17]([N:26]3[CH2:31][CH2:30][CH2:29][C@@H:28]([NH2:32])[CH2:27]3)=[N:16][C:15]=2[N:14]([CH3:33])[C:12]1=[O:13]. (2) The product is: [F:33][C:30]([F:31])([F:32])[C@H:29]([CH3:34])[O:28][C:16]1[N:17]=[C:18]([N:19]2[CH2:23][CH2:22][C@H:21]([NH:24][C:25](=[O:27])[CH3:26])[CH2:20]2)[C:13]2[N:12]=[N:11][NH:10][C:14]=2[N:15]=1. Given the reactants COC1C=CC(C[N:10]2[C:14]3[N:15]=[C:16]([O:28][C@@H:29]([CH3:34])[C:30]([F:33])([F:32])[F:31])[N:17]=[C:18]([N:19]4[CH2:23][CH2:22][C@H:21]([NH:24][C:25](=[O:27])[CH3:26])[CH2:20]4)[C:13]=3[N:12]=[N:11]2)=CC=1, predict the reaction product. (3) Given the reactants [CH2:1]([O:3][C:4](=[O:23])[CH2:5][C:6]1[CH:11]=[CH:10][C:9]([NH:12][C:13]2[CH:18]=[CH:17][C:16]([Br:19])=[CH:15][C:14]=2[N+:20]([O-])=O)=[CH:8][CH:7]=1)[CH3:2], predict the reaction product. The product is: [CH2:1]([O:3][C:4](=[O:23])[CH2:5][C:6]1[CH:7]=[CH:8][C:9]([NH:12][C:13]2[CH:18]=[CH:17][C:16]([Br:19])=[CH:15][C:14]=2[NH2:20])=[CH:10][CH:11]=1)[CH3:2]. (4) The product is: [F:24][C:18]1[CH:17]=[CH:16][C:15]([NH:14][S:4]([CH2:1][CH2:2][CH3:3])(=[O:6])=[O:5])=[CH:23][C:19]=1[C:20]([OH:22])=[O:21]. Given the reactants [CH2:1]([S:4](Cl)(=[O:6])=[O:5])[CH2:2][CH3:3].C([O-])([O-])=O.[Na+].[Na+].[NH2:14][C:15]1[CH:16]=[CH:17][C:18]([F:24])=[C:19]([CH:23]=1)[C:20]([OH:22])=[O:21], predict the reaction product.